Task: Predict the reactants needed to synthesize the given product.. Dataset: Full USPTO retrosynthesis dataset with 1.9M reactions from patents (1976-2016) (1) Given the product [Cl:12][C:13]1[N:14]=[C:15]([Cl:20])[N:16]=[C:17]([NH:1][C:2]2[CH:3]=[CH:4][C:5]([P:8]([CH3:9])([CH3:10])=[O:11])=[CH:6][CH:7]=2)[N:18]=1, predict the reactants needed to synthesize it. The reactants are: [NH2:1][C:2]1[CH:7]=[CH:6][C:5]([P:8](=[O:11])([CH3:10])[CH3:9])=[CH:4][CH:3]=1.[Cl:12][C:13]1[N:18]=[C:17](Cl)[N:16]=[C:15]([Cl:20])[N:14]=1. (2) Given the product [NH2:30][CH2:29][C@H:26]1[CH2:27][CH2:28][C@H:23]([CH2:22][NH:21][S:18]([C:9]2[CH:10]=[CH:11][C:12]3[C:17](=[CH:16][CH:15]=[CH:14][CH:13]=3)[CH:8]=2)(=[O:20])=[O:19])[CH2:24][CH2:25]1, predict the reactants needed to synthesize it. The reactants are: C(O)(C(F)(F)F)=O.[CH:8]1[C:17]2[C:12](=[CH:13][CH:14]=[CH:15][CH:16]=2)[CH:11]=[CH:10][C:9]=1[S:18]([NH:21][CH2:22][C@H:23]1[CH2:28][CH2:27][C@H:26]([CH2:29][NH:30]C(=O)OC(C)(C)C)[CH2:25][CH2:24]1)(=[O:20])=[O:19]. (3) Given the product [C:1]([O:5][C:6]([N:8]1[CH2:12][CH2:11][C@H:10]([NH:13][C:14]2[C:15]3[CH2:23][N:22]([C:25]4[CH:30]=[N:29][C:28]([O:31][CH3:32])=[C:27]([C:33]([F:36])([F:35])[F:34])[CH:26]=4)[CH2:21][CH2:20][C:16]=3[N:17]=[CH:18][N:19]=2)[CH2:9]1)=[O:7])([CH3:4])([CH3:2])[CH3:3], predict the reactants needed to synthesize it. The reactants are: [C:1]([O:5][C:6]([N:8]1[CH2:12][CH2:11][C@H:10]([NH:13][C:14]2[C:15]3[CH2:23][NH:22][CH2:21][CH2:20][C:16]=3[N:17]=[CH:18][N:19]=2)[CH2:9]1)=[O:7])([CH3:4])([CH3:3])[CH3:2].Br[C:25]1[CH:26]=[C:27]([C:33]([F:36])([F:35])[F:34])[C:28]([O:31][CH3:32])=[N:29][CH:30]=1.CC(C)([O-])C.[Na+]. (4) Given the product [CH:1]([O:4][C:5]1[C:10]([CH3:11])=[CH:9][C:8]([C:12]2[CH:13]=[C:14]([O:18][CH3:21])[N:15]([CH3:17])[N:16]=2)=[C:7]([CH3:19])[CH:6]=1)([CH3:3])[CH3:2], predict the reactants needed to synthesize it. The reactants are: [CH:1]([O:4][C:5]1[C:10]([CH3:11])=[CH:9][C:8]([C:12]2[CH:13]=[C:14]([OH:18])[N:15]([CH3:17])[N:16]=2)=[C:7]([CH3:19])[CH:6]=1)([CH3:3])[CH3:2].O[C:21]1N(C)N=C(C2C=CC(OC(C)C)=C(C)C=2)C=1. (5) Given the product [F:7][C:8]1[CH:30]=[C:29]([F:31])[CH:28]=[CH:27][C:9]=1[O:10][C:11]1[N:16]=[CH:15][C:14]([NH:17][S:3]([CH2:1][CH3:2])(=[O:5])=[O:4])=[CH:13][C:12]=1[B:18]1[O:22][C:21]([CH3:23])([CH3:24])[C:20]([CH3:25])([CH3:26])[O:19]1, predict the reactants needed to synthesize it. The reactants are: [CH2:1]([S:3](Cl)(=[O:5])=[O:4])[CH3:2].[F:7][C:8]1[CH:30]=[C:29]([F:31])[CH:28]=[CH:27][C:9]=1[O:10][C:11]1[N:16]=[CH:15][C:14]([NH2:17])=[CH:13][C:12]=1[B:18]1[O:22][C:21]([CH3:24])([CH3:23])[C:20]([CH3:26])([CH3:25])[O:19]1.N1C=CC=CC=1.O.